From a dataset of Full USPTO retrosynthesis dataset with 1.9M reactions from patents (1976-2016). Predict the reactants needed to synthesize the given product. (1) Given the product [CH3:50][O:51][C:52]1[CH:57]=[CH:56][C:55]([C:58]([F:61])([F:60])[F:59])=[CH:54][C:53]=1[C:30]1[CH:31]=[C:32]([CH3:49])[C:33]([C:36]([N:38]2[CH2:39][CH2:40][CH:41]([N:44]3[CH2:48][CH2:47][CH2:46][CH2:45]3)[CH2:42][CH2:43]2)=[O:37])=[N:34][CH:35]=1, predict the reactants needed to synthesize it. The reactants are: COC(C1C(C)=CC(C2C=CC=C(C(F)(F)F)C=2)=CN=1)=O.ClC1C=C([C:30]2[CH:31]=[C:32]([CH3:49])[C:33]([C:36]([N:38]3[CH2:43][CH2:42][CH:41]([N:44]4[CH2:48][CH2:47][CH2:46][CH2:45]4)[CH2:40][CH2:39]3)=[O:37])=[N:34][CH:35]=2)C=CC=1Cl.[CH3:50][O:51][C:52]1[CH:57]=[CH:56][C:55]([C:58]([F:61])([F:60])[F:59])=[CH:54][C:53]=1B(O)O.C(=O)([O-])[O-].[Na+].[Na+]. (2) Given the product [F:18][C:19]([F:30])([F:29])[C:20]1[CH:25]=[C:24]([C:2]2[CH:17]=[N:16][C:5]3[NH:6][C:7]4[CH:12]=[N:11][C:10]([C:13]([OH:15])=[O:14])=[CH:9][C:8]=4[C:4]=3[CH:3]=2)[CH:23]=[CH:22][CH:21]=1, predict the reactants needed to synthesize it. The reactants are: Br[C:2]1[CH:17]=[N:16][C:5]2[NH:6][C:7]3[CH:12]=[N:11][C:10]([C:13]([OH:15])=[O:14])=[CH:9][C:8]=3[C:4]=2[CH:3]=1.[F:18][C:19]([F:30])([F:29])[C:20]1[CH:21]=[C:22](B(O)O)[CH:23]=[CH:24][CH:25]=1.S(=O)(=O)(O)O.